This data is from Catalyst prediction with 721,799 reactions and 888 catalyst types from USPTO. The task is: Predict which catalyst facilitates the given reaction. The catalyst class is: 29. Reactant: [N+:1]([C:4]1[CH:9]=[CH:8][C:7]([N:10]2[CH2:15][CH2:14][N:13]([CH:16]3[CH2:19][O:18][CH2:17]3)[CH2:12][CH2:11]2)=[C:6]([O:20][CH2:21][CH2:22][O:23][CH:24]2[CH2:29][CH2:28][CH2:27][CH2:26][O:25]2)[CH:5]=1)([O-])=O. Product: [O:18]1[CH2:17][CH:16]([N:13]2[CH2:14][CH2:15][N:10]([C:7]3[CH:8]=[CH:9][C:4]([NH2:1])=[CH:5][C:6]=3[O:20][CH2:21][CH2:22][O:23][CH:24]3[CH2:29][CH2:28][CH2:27][CH2:26][O:25]3)[CH2:11][CH2:12]2)[CH2:19]1.